This data is from Reaction yield outcomes from USPTO patents with 853,638 reactions. The task is: Predict the reaction yield, written as a fraction of the theoretical maximum amount of product (1.0 means a 100% yield; for example, 0.34 means a 34% yield). (1) The reactants are [NH2:1][C:2](=[O:42])[CH2:3][C:4]1[C:5]([CH2:10][CH2:11][C:12]2[C:17]([C:18]([F:21])([F:20])[F:19])=[CH:16][N:15]=[C:14]([NH:22][C:23]3[CH:28]=[CH:27][C:26]([CH:29]4[CH2:34][CH2:33][N:32](C(OC(C)(C)C)=O)[CH2:31][CH2:30]4)=[CH:25][CH:24]=3)[N:13]=2)=[N:6][CH:7]=[N:8][CH:9]=1.FC(F)(F)C(O)=O.C1CCCCC1. The catalyst is C(Cl)Cl.CO.C(OCC)C. The product is [NH:32]1[CH2:31][CH2:30][CH:29]([C:26]2[CH:27]=[CH:28][C:23]([NH:22][C:14]3[N:13]=[C:12]([CH2:11][CH2:10][C:5]4[C:4]([CH2:3][C:2]([NH2:1])=[O:42])=[CH:9][N:8]=[CH:7][N:6]=4)[C:17]([C:18]([F:21])([F:19])[F:20])=[CH:16][N:15]=3)=[CH:24][CH:25]=2)[CH2:34][CH2:33]1. The yield is 0.560. (2) The reactants are [Cl:1][C:2]1[NH:3][C:4](I)=[C:5]([N+:7]([O-:9])=[O:8])[N:6]=1.C(N(CC)CC)C. The catalyst is C(O)C.[C].[Pd]. The product is [Cl:1][C:2]1[NH:3][CH:4]=[C:5]([N+:7]([O-:9])=[O:8])[N:6]=1. The yield is 0.841. (3) The reactants are CN([C:9]1[N:10]=[CH:11][C:12]2[CH2:18][CH2:17][C:16](=[O:19])[NH:15][C:13]=2[N:14]=1)[C@H]1CCCNC1.C[CH2:21][N:22]=[C:23]=[N:24][CH2:25][CH2:26][CH2:27]N(C)C.[CH:31]1C=CC2N(O)N=NC=2C=1.[Cl:41][C:42]1[CH:43]=[C:44]([NH:49][CH2:50][C:51]([OH:53])=O)[CH:45]=[C:46]([Cl:48])[CH:47]=1.CCN(C(C)C)C(C)C. The product is [Cl:41][C:42]1[CH:43]=[C:44]([NH:49][CH2:50][C:51]([N:24]2[CH2:25][CH2:26][CH2:27][CH2:31][C@H:23]2[N:22]([CH3:21])[C:11]2[C:12]3[CH2:18][CH2:17][C:16](=[O:19])[NH:15][C:13]=3[N:14]=[CH:9][N:10]=2)=[O:53])[CH:45]=[C:46]([Cl:48])[CH:47]=1. The yield is 0.0900. The catalyst is CN(C=O)C.CCOC(C)=O. (4) The yield is 0.700. The product is [F:20][C:21]1[CH:29]=[CH:28][C:24]([C:25]([NH:2][CH:3]([C:4]([O:6][CH2:7][CH3:8])=[O:5])[C:9]([O:11][CH2:12][CH3:13])=[O:10])=[O:26])=[CH:23][CH:22]=1. The reactants are Cl.[NH2:2][CH:3]([C:9]([O:11][CH2:12][CH3:13])=[O:10])[C:4]([O:6][CH2:7][CH3:8])=[O:5].N1C=CC=CC=1.[F:20][C:21]1[CH:29]=[CH:28][C:24]([C:25](Cl)=[O:26])=[CH:23][CH:22]=1. The catalyst is CN(C)C=O. (5) The reactants are [C:1](OC(=O)C)(=[O:3])[CH3:2].[OH:8][NH:9][C:10]([C:12]1[CH:49]=[CH:48][C:15]([O:16][C:17]2[C:22]([NH:23][S:24]([C:27]3[CH:36]=[CH:35][C:34]4[C:29](=[CH:30][CH:31]=[CH:32][CH:33]=4)[CH:28]=3)(=[O:26])=[O:25])=[CH:21][CH:20]=[C:19]([O:37][C:38]3[CH:43]=[CH:42][C:41]([C:44](=[NH:47])[NH:45][OH:46])=[CH:40][CH:39]=3)[N:18]=2)=[CH:14][CH:13]=1)=[NH:11].[C:50](O)(=[O:52])[CH3:51]. No catalyst specified. The product is [C:1]([N:9]([OH:8])[C:10]([C:12]1[CH:49]=[CH:48][C:15]([O:16][C:17]2[C:22]([NH:23][S:24]([C:27]3[CH:36]=[CH:35][C:34]4[C:29](=[CH:30][CH:31]=[CH:32][CH:33]=4)[CH:28]=3)(=[O:26])=[O:25])=[CH:21][CH:20]=[C:19]([O:37][C:38]3[CH:43]=[CH:42][C:41]([C:44](=[NH:47])[N:45]([OH:46])[C:50](=[O:52])[CH3:51])=[CH:40][CH:39]=3)[N:18]=2)=[CH:14][CH:13]=1)=[NH:11])(=[O:3])[CH3:2]. The yield is 0.510. (6) The reactants are [CH3:1][NH:2][CH2:3][C:4]1[CH:9]=[CH:8][C:7]([C:10]([N:12]2[CH2:18][C:17]3([CH3:20])[CH2:19][CH:13]2[CH2:14][C:15]([CH3:22])([CH3:21])[CH2:16]3)=[O:11])=[CH:6][CH:5]=1.[C:23]([N:31]=[C:32]=[O:33])(=[O:30])[C:24]1[CH:29]=[CH:28][CH:27]=[CH:26][CH:25]=1. The catalyst is C(Cl)Cl. The product is [C:23]([NH:31][C:32](=[O:33])[N:2]([CH3:1])[CH2:3][C:4]1[CH:5]=[CH:6][C:7]([C:10]([N:12]2[CH2:18][C:17]3([CH3:20])[CH2:19][CH:13]2[CH2:14][C:15]([CH3:22])([CH3:21])[CH2:16]3)=[O:11])=[CH:8][CH:9]=1)(=[O:30])[C:24]1[CH:29]=[CH:28][CH:27]=[CH:26][CH:25]=1. The yield is 0.430.